Dataset: Catalyst prediction with 721,799 reactions and 888 catalyst types from USPTO. Task: Predict which catalyst facilitates the given reaction. (1) Reactant: [CH3:1][O:2][CH2:3][CH2:4][N:5]1[C:9]([CH3:10])=[C:8]([CH3:11])[S:7][C:6]1=[NH:12].CCN(CC)CC.[Cl:20][C:21]1[CH:29]=[CH:28][CH:27]=[CH:26][C:22]=1[C:23](Cl)=[O:24]. Product: [Cl:20][C:21]1[CH:29]=[CH:28][CH:27]=[CH:26][C:22]=1[C:23](/[N:12]=[C:6]1\[S:7][C:8]([CH3:11])=[C:9]([CH3:10])[N:5]\1[CH2:4][CH2:3][O:2][CH3:1])=[O:24]. The catalyst class is: 1. (2) Reactant: [CH3:1][O:2][C:3]1[CH:33]=[CH:32][C:6]([CH2:7][N:8]2[C:12]3=[N:13][CH:14]=[CH:15][C:16]([O:17][C:18]4[CH:23]=[CH:22][C:21]([NH2:24])=[CH:20][C:19]=4[F:25])=[C:11]3[C:10]([C:26]3[N:30]([CH3:31])[CH:29]=[N:28][CH:27]=3)=[N:9]2)=[CH:5][CH:4]=1.[F:34][C:35]1[CH:40]=[CH:39][C:38]([N:41]2[C:46](=[O:47])[C:45]([C:48](O)=[O:49])=[CH:44][CH:43]=[N:42]2)=[CH:37][CH:36]=1.Cl.C(N=C=NCCCN(C)C)C.O.N1(O)C2C=CC=CC=2N=N1.C(N(C(C)C)C(C)C)C. Product: [F:25][C:19]1[CH:20]=[C:21]([NH:24][C:48]([C:45]2[C:46](=[O:47])[N:41]([C:38]3[CH:39]=[CH:40][C:35]([F:34])=[CH:36][CH:37]=3)[N:42]=[CH:43][CH:44]=2)=[O:49])[CH:22]=[CH:23][C:18]=1[O:17][C:16]1[CH:15]=[CH:14][N:13]=[C:12]2[N:8]([CH2:7][C:6]3[CH:5]=[CH:4][C:3]([O:2][CH3:1])=[CH:33][CH:32]=3)[N:9]=[C:10]([C:26]3[N:30]([CH3:31])[CH:29]=[N:28][CH:27]=3)[C:11]=12. The catalyst class is: 2. (3) Reactant: [Cl:1][C:2]1[C:3]([CH3:14])=[C:4]([Cl:13])[C:5]2[O:10][CH2:9][C:8](=[O:11])[NH:7][C:6]=2[CH:12]=1.C([O-])([O-])=O.[Cs+].[Cs+].[Cl:21][CH2:22][CH2:23][CH2:24]I. Product: [Cl:1][C:2]1[C:3]([CH3:14])=[C:4]([Cl:13])[C:5]2[O:10][CH2:9][C:8](=[O:11])[N:7]([CH2:24][CH2:23][CH2:22][Cl:21])[C:6]=2[CH:12]=1. The catalyst class is: 243. (4) Reactant: C([O:8][C:9]1[CH:10]=[CH:11][C:12]2[N:13]([N:15]=[CH:16][C:17]=2[C:18]([O:20][CH3:21])=[O:19])[CH:14]=1)C1C=CC=CC=1. Product: [OH:8][C:9]1[CH:10]=[CH:11][C:12]2[N:13]([N:15]=[CH:16][C:17]=2[C:18]([O:20][CH3:21])=[O:19])[CH:14]=1. The catalyst class is: 43. (5) Reactant: [CH2:1]([O:7][C:8]1[C:13]([F:14])=[C:12]([F:15])[CH:11]=[C:10]([F:16])[C:9]=1[F:17])[CH2:2][CH2:3][CH2:4][CH2:5][CH3:6].C([Li])CCC.CCCCCC.[C:29](=[O:31])=[O:30].Cl. Product: [CH2:1]([O:7][C:8]1[C:9]([F:17])=[C:10]([F:16])[C:11]([C:29]([OH:31])=[O:30])=[C:12]([F:15])[C:13]=1[F:14])[CH2:2][CH2:3][CH2:4][CH2:5][CH3:6]. The catalyst class is: 1. (6) Reactant: [F:1][C:2]1[CH:3]=[C:4]([CH:7]=[CH:8][C:9]=1[OH:10])[CH:5]=[O:6].[CH2:11](Br)[C:12]1[CH:17]=[CH:16][CH:15]=[CH:14][CH:13]=1.C([O-])([O-])=O.[K+].[K+].CCOC(C)=O. The catalyst class is: 18. Product: [CH2:11]([O:10][C:9]1[CH:8]=[CH:7][C:4]([CH:5]=[O:6])=[CH:3][C:2]=1[F:1])[C:12]1[CH:17]=[CH:16][CH:15]=[CH:14][CH:13]=1. (7) Reactant: [CH2:1]([C:3]1([CH:14]2C(=O)OC(C)(C)[O:16][C:15]2=[O:23])[C:11]2[C:6](=[CH:7][CH:8]=[C:9]([O:12][CH3:13])[CH:10]=2)[CH2:5][CH2:4]1)[CH3:2].CN(C=O)C.O. Product: [CH2:1]([C:3]1([CH2:14][C:15]([OH:23])=[O:16])[C:11]2[C:6](=[CH:7][CH:8]=[C:9]([O:12][CH3:13])[CH:10]=2)[CH2:5][CH2:4]1)[CH3:2]. The catalyst class is: 25. (8) Reactant: [Br:1][C:2]1[CH:3]=[C:4]([CH:7]=[C:8]([S:15]([N:18]2[CH2:22][CH2:21][CH2:20][CH2:19]2)(=[O:17])=[O:16])[C:9]=1[NH:10][CH2:11][CH2:12][O:13][CH3:14])[CH:5]=O.[CH3:23]/[C:24](/[NH2:28])=[CH:25]\[C:26]#[N:27].[CH2:29]([CH:32]1[CH2:37][C:36](=[O:38])[CH2:35][C:34](=O)[CH2:33]1)[CH2:30][CH3:31]. Product: [Br:1][C:2]1[CH:3]=[C:4]([CH:5]2[C:35]3[C:36](=[O:38])[CH2:37][CH:32]([CH2:29][CH2:30][CH3:31])[CH2:33][C:34]=3[NH:28][C:24]([CH3:23])=[C:25]2[C:26]#[N:27])[CH:7]=[C:8]([S:15]([N:18]2[CH2:22][CH2:21][CH2:20][CH2:19]2)(=[O:17])=[O:16])[C:9]=1[NH:10][CH2:11][CH2:12][O:13][CH3:14]. The catalyst class is: 8.